Task: Predict the reactants needed to synthesize the given product.. Dataset: Full USPTO retrosynthesis dataset with 1.9M reactions from patents (1976-2016) (1) Given the product [CH3:53][C:47]1[O:46][C:58]([CH3:57])=[CH:59][C:48]=1[CH2:49][C:50]([NH:2][CH2:3][C:4]1[CH:12]=[CH:11][CH:10]=[C:9]2[C:5]=1[C:6](=[O:22])[N:7]([CH:14]1[CH2:19][CH2:18][C:17](=[O:20])[NH:16][C:15]1=[O:21])[C:8]2=[O:13])=[O:51], predict the reactants needed to synthesize it. The reactants are: Cl.[NH2:2][CH2:3][C:4]1[CH:12]=[CH:11][CH:10]=[C:9]2[C:5]=1[C:6](=[O:22])[N:7]([CH:14]1[CH2:19][CH2:18][C:17](=[O:20])[NH:16][C:15]1=[O:21])[C:8]2=[O:13].N12CCCN=C1CCCCC2.ON1C2C=CC=CC=2N=N1.CC1[O:46][C:47]([CH3:53])=[CH:48][C:49]=1[C:50](O)=[O:51].Cl.CN(C)[CH2:57][CH2:58][CH2:59]N=C=NCC. (2) Given the product [CH2:36]([O:38][C:39]1[CH:40]=[C:41]([O:48][CH:49]([CH3:50])[CH3:51])[C:42]([F:47])=[C:43]([CH:44]([C:9]2[N:10]([C:12]([C:25]3[CH:26]=[CH:27][CH:28]=[CH:29][CH:30]=3)([C:13]3[CH:18]=[CH:17][CH:16]=[CH:15][CH:14]=3)[C:19]3[CH:20]=[CH:21][CH:22]=[CH:23][CH:24]=3)[CH:11]=[C:7]([C:1]3[CH:6]=[CH:5][CH:4]=[CH:3][CH:2]=3)[N:8]=2)[OH:45])[CH:46]=1)[CH3:37], predict the reactants needed to synthesize it. The reactants are: [C:1]1([C:7]2[N:8]=[CH:9][N:10]([C:12]([C:25]3[CH:30]=[CH:29][CH:28]=[CH:27][CH:26]=3)([C:19]3[CH:24]=[CH:23][CH:22]=[CH:21][CH:20]=3)[C:13]3[CH:18]=[CH:17][CH:16]=[CH:15][CH:14]=3)[CH:11]=2)[CH:6]=[CH:5][CH:4]=[CH:3][CH:2]=1.[Li]CCCC.[CH2:36]([O:38][C:39]1[CH:40]=[C:41]([O:48][CH:49]([CH3:51])[CH3:50])[C:42]([F:47])=[C:43]([CH:46]=1)[CH:44]=[O:45])[CH3:37]. (3) Given the product [CH2:54]([CH:53]([CH2:52][CH2:53][CH2:54][CH2:55][CH2:56][CH2:39][CH2:38][CH3:37])[C:52]([OH:63])=[O:62])[CH2:55][CH2:56][CH2:57][CH2:58][CH2:59][CH2:60][CH2:61][CH2:57][CH2:58][CH2:59][CH3:60].[OH:36][CH2:37][CH:38]([CH2:39][OH:40])[OH:41].[OH:36][CH2:37][CH:38]([CH2:39][OH:40])[OH:41].[OH:36][CH2:37][CH:38]([CH2:39][OH:40])[OH:41].[OH:36][CH2:37][CH:38]([CH2:39][OH:40])[OH:41].[OH:36][CH2:37][CH:38]([CH2:39][OH:40])[OH:41].[OH:36][CH2:37][CH:38]([CH2:39][OH:40])[OH:41].[OH:36][CH2:37][CH:38]([CH2:39][OH:40])[OH:41].[OH:36][CH2:37][CH:38]([CH2:39][OH:40])[OH:41].[OH:36][CH2:37][CH:38]([CH2:39][OH:40])[OH:41].[OH:36][CH2:37][CH:38]([CH2:39][OH:40])[OH:41], predict the reactants needed to synthesize it. The reactants are: C(O)C(O)C[O:36][CH2:37][CH:38]([OH:41])[CH2:39][O:40]CC(O)C[O:36][CH2:37][CH:38]([OH:41])[CH2:39][O:40]CC(O)C[O:36][CH2:37][CH:38]([OH:41])[CH2:39][O:40]CC(O)C[O:36][CH2:37][CH:38]([OH:41])[CH2:39][O:40]CC(O)C[O:36][CH2:37][CH:38]([OH:41])[CH2:39][OH:40].[C:52]([OH:63])(=[O:62])[CH2:53][CH2:54][CH2:55][CH2:56][CH2:57][CH2:58][CH2:59][CH2:60][CH3:61].S(=O)(=O)(O)O. (4) Given the product [CH3:1][C:2]1[CH:10]=[CH:9][C:8]([N+:11]([O-:13])=[O:12])=[CH:7][C:3]=1[C:4]([O:6][CH2:18][CH3:19])=[O:5], predict the reactants needed to synthesize it. The reactants are: [CH3:1][C:2]1[CH:10]=[CH:9][C:8]([N+:11]([O-:13])=[O:12])=[CH:7][C:3]=1[C:4]([OH:6])=[O:5].S(Cl)(Cl)=O.[CH2:18](O)[CH3:19]. (5) Given the product [NH2:1][C:2]1[C:11]2[N:10]=[CH:9][C:8]([CH2:12][CH2:13][C:14]3[CH:19]=[CH:18][C:17]([OH:38])=[CH:16][C:15]=3[CH3:23])=[CH:7][C:6]=2[C:5]2[CH:24]=[CH:25][C:26]([CH2:28][CH2:29][C:30]([O:32][CH2:33][CH3:34])=[O:31])=[CH:27][C:4]=2[N:3]=1, predict the reactants needed to synthesize it. The reactants are: [NH2:1][C:2]1[C:11]2[N:10]=[CH:9][C:8]([CH2:12][CH2:13][C:14]3[CH:19]=[CH:18][C:17](COC)=[CH:16][C:15]=3[CH3:23])=[CH:7][C:6]=2[C:5]2[CH:24]=[CH:25][C:26]([CH2:28][CH2:29][C:30]([O:32][CH2:33][CH3:34])=[O:31])=[CH:27][C:4]=2[N:3]=1.Cl.C([OH:38])C. (6) Given the product [OH:12][CH:11]1[CH2:10][CH2:9][C:4](=[O:5])[CH2:3][C:2]1([CH3:13])[CH3:1], predict the reactants needed to synthesize it. The reactants are: [CH3:1][C:2]1([CH3:13])[CH:11]([OH:12])[CH2:10][CH2:9][C:4]2(OCC[O:5]2)[CH2:3]1.Cl.C(OCC)(=O)C. (7) The reactants are: [C:1]([O:5][C:6]([NH:8][C:9]([NH2:11])=[S:10])=[O:7])([CH3:4])([CH3:3])[CH3:2].Br[CH2:13][C:14](=O)[S:15][CH3:16]. Given the product [CH3:16][S:15][C:14]1[N:11]=[C:9]([NH:8][C:6](=[O:7])[O:5][C:1]([CH3:4])([CH3:2])[CH3:3])[S:10][CH:13]=1, predict the reactants needed to synthesize it. (8) Given the product [Si:38]([O:55][CH2:56][CH2:57][O:58][CH2:59][CH2:60][N:61]1[CH:65]=[C:64]([C:66](=[O:76])[N:67]([CH2:72][CH2:73][CH2:74][CH3:75])[CH2:68][CH2:69][CH2:70][CH3:71])[N:63]=[C:62]1[C:77]1[CH:86]=[CH:85][C:80]([C:81]([O:83][CH3:84])=[O:82])=[CH:79][C:78]=1[C:87]([OH:89])=[O:88])([C:51]([CH3:54])([CH3:53])[CH3:52])([C:45]1[CH:50]=[CH:49][CH:48]=[CH:47][CH:46]=1)[C:39]1[CH:44]=[CH:43][CH:42]=[CH:41][CH:40]=1, predict the reactants needed to synthesize it. The reactants are: C(N(CCCC)C(C1N=C(C2C=CC(C(OC)=O)=CC=2C(O)=O)N(CCC2C=CC=CC=2)C=1)=O)CCC.[Si:38]([O:55][CH2:56][CH2:57][O:58][CH2:59][CH2:60][N:61]1[CH:65]=[C:64]([C:66](=[O:76])[N:67]([CH2:72][CH2:73][CH2:74][CH3:75])[CH2:68][CH2:69][CH2:70][CH3:71])[N:63]=[C:62]1[C:77]1[CH:86]=[CH:85][C:80]([C:81]([O:83][CH3:84])=[O:82])=[CH:79][C:78]=1[C:87]([O:89]CC1C=CC=CC=1)=[O:88])([C:51]([CH3:54])([CH3:53])[CH3:52])([C:45]1[CH:50]=[CH:49][CH:48]=[CH:47][CH:46]=1)[C:39]1[CH:44]=[CH:43][CH:42]=[CH:41][CH:40]=1. (9) The reactants are: [C:1]([O:5][C:6](=[O:28])[N:7]([C:19]1[CH:24]=[CH:23][C:22]([NH2:25])=[C:21]([CH2:26][NH2:27])[N:20]=1)[CH2:8][C:9]1[CH:14]=[CH:13][C:12]([O:15][CH3:16])=[CH:11][C:10]=1[O:17][CH3:18])([CH3:4])([CH3:3])[CH3:2].[S:29]1[CH:33]=[C:32]([CH:34]=O)[N:31]=[CH:30]1.C(O)(=O)C.C(O[BH-](OC(=O)C)OC(=O)C)(=O)C.[Na+].C([O-])(O)=O.[Na+]. Given the product [C:1]([O:5][C:6](=[O:28])[N:7]([C:19]1[CH:24]=[CH:23][C:22]([NH2:25])=[C:21]([CH2:26][NH:27][CH2:34][C:32]2[N:31]=[CH:30][S:29][CH:33]=2)[N:20]=1)[CH2:8][C:9]1[CH:14]=[CH:13][C:12]([O:15][CH3:16])=[CH:11][C:10]=1[O:17][CH3:18])([CH3:4])([CH3:2])[CH3:3], predict the reactants needed to synthesize it.